From a dataset of Experimentally validated miRNA-target interactions with 360,000+ pairs, plus equal number of negative samples. Binary Classification. Given a miRNA mature sequence and a target amino acid sequence, predict their likelihood of interaction. (1) The miRNA is hsa-miR-1285-3p with sequence UCUGGGCAACAAAGUGAGACCU. The protein sequence of the target gene is MERPPRALLLGAAGLLLLLLPLSSSSSSDACGPCVPASCPALPRLGCPLGETRDACGCCPVCARGEGEPCGGGAAGRGHCAPGMECVKSRKRRKGKAGAAAGGPATLAVCVCKSRYPVCGSNGITYPSGCQLRAASLRAESRGEKAITQVSKGTCEQGPSIVTPPKDIWNVTGAKVFLSCEVIGIPTPVLIWNKVKRDHSGVQRTELLPGDRENLAIQTRGGPEKHEVTGWVLVSPLSKEDAGEYECHASNSQGQASAAAKITVVDALHEIPLKKGEGAQL. Result: 0 (no interaction). (2) The miRNA is hsa-miR-6796-3p with sequence GAAGCUCUCCCCUCCCCGCAG. The protein sequence of the target gene is MSGKGGWAWWWARLPLCLLLSLYGSWVPSSLGKPKGHPHMNSIRIDGDITLGGLFPVHGRGSEGKACGELKKEKGIHRLEAMLFALDRINNDPDLLPNITLGARILDTCSRDTHALEQSLTFVQALIEKDGTEVRCGSGGPPIITKPERVVGVIGASGSSVSIMVANILRLFKIPQISYASTAPDLSDNSRYDFFSRVVPSDTYQAQAMVDIVRALKWNYVSTLASEGSYGESGVEAFIQKSRENGGVCIAQSVKIPREPKTGEFDKIIKRLLETSNARAIIIFANEDDIRRVLEAARRA.... Result: 0 (no interaction).